From a dataset of Reaction yield outcomes from USPTO patents with 853,638 reactions. Predict the reaction yield, written as a fraction of the theoretical maximum amount of product (1.0 means a 100% yield; for example, 0.34 means a 34% yield). (1) The reactants are Br[C:2]1[CH:7]=[CH:6][C:5]([CH2:8][O:9][Si:10]([C:13]([CH3:16])([CH3:15])[CH3:14])([CH3:12])[CH3:11])=[CH:4][N:3]=1.[O:17]1CCC[CH2:18]1.C([Li])CCC.CN(C)C=O. The catalyst is C(OCC)C. The product is [Si:10]([O:9][CH2:8][C:5]1[CH:6]=[CH:7][C:2]([CH2:18][OH:17])=[N:3][CH:4]=1)([C:13]([CH3:16])([CH3:15])[CH3:14])([CH3:12])[CH3:11]. The yield is 0.640. (2) The reactants are [F-].C([N+](CCCC)(CCCC)CCCC)CCC.[Si]([O:26][CH2:27][CH2:28][CH2:29][CH2:30][C:31]1[CH:32]=[CH:33][C:34](/[C:39](/[C:58]2[CH:63]=[CH:62][C:61]([C:64]([CH3:67])([CH3:66])[CH3:65])=[CH:60][CH:59]=2)=[CH:40]/[C@@H:41]2[N:45]([CH2:46][C:47]3[CH:52]=[CH:51][C:50]([O:53][CH3:54])=[CH:49][C:48]=3[O:55][CH3:56])[C:44](=[O:57])[CH2:43][CH2:42]2)=[N:35][C:36]=1[O:37][CH3:38])(C(C)(C)C)(C)C. The catalyst is O1CCCC1. The product is [C:64]([C:61]1[CH:62]=[CH:63][C:58](/[C:39](/[C:34]2[CH:33]=[CH:32][C:31]([CH2:30][CH2:29][CH2:28][CH2:27][OH:26])=[C:36]([O:37][CH3:38])[N:35]=2)=[CH:40]\[C@@H:41]2[N:45]([CH2:46][C:47]3[CH:52]=[CH:51][C:50]([O:53][CH3:54])=[CH:49][C:48]=3[O:55][CH3:56])[C:44](=[O:57])[CH2:43][CH2:42]2)=[CH:59][CH:60]=1)([CH3:67])([CH3:65])[CH3:66]. The yield is 0.860.